Dataset: Catalyst prediction with 721,799 reactions and 888 catalyst types from USPTO. Task: Predict which catalyst facilitates the given reaction. Reactant: [Cl:1][C:2]1[CH:3]=[N+:4]([O-:34])[CH:5]=[C:6]([Cl:33])[C:7]=1[CH2:8][C@@H:9]([C:18]1[CH:23]=[CH:22][C:21]([O:24][CH:25]([F:27])[F:26])=[C:20]([O:28][CH2:29][CH:30]2[CH2:32][CH2:31]2)[CH:19]=1)[O:10][C:11]([CH:13]1[NH:17][CH2:16][CH2:15][S:14]1)=[O:12].[CH:35]([C:37]1[S:41][C:40]([C:42](O)=[O:43])=[CH:39][CH:38]=1)=[O:36].C(Cl)CCl. Product: [Cl:1][C:2]1[CH:3]=[N+:4]([O-:34])[CH:5]=[C:6]([Cl:33])[C:7]=1[CH2:8][C@@H:9]([C:18]1[CH:23]=[CH:22][C:21]([O:24][CH:25]([F:27])[F:26])=[C:20]([O:28][CH2:29][CH:30]2[CH2:32][CH2:31]2)[CH:19]=1)[O:10][C:11]([CH:13]1[N:17]([C:42]([C:40]2[S:41][C:37]([CH:35]=[O:36])=[CH:38][CH:39]=2)=[O:43])[CH2:16][CH2:15][S:14]1)=[O:12]. The catalyst class is: 792.